From a dataset of Forward reaction prediction with 1.9M reactions from USPTO patents (1976-2016). Predict the product of the given reaction. The product is: [CH3:8][C:7]1[C:6]([NH:9][CH2:10][CH2:11][O:12][CH2:13][CH2:14][CH2:15][C:16]2[CH:17]=[N:18][CH:19]=[CH:20][CH:21]=2)=[C:5]([NH2:22])[C:4]([O:25][C:26]2[CH:27]=[CH:28][CH:29]=[CH:30][CH:31]=2)=[N:3][C:2]=1[CH3:1]. Given the reactants [CH3:1][C:2]1[C:7]([CH3:8])=[C:6]([NH:9][CH2:10][CH2:11][O:12][CH2:13][CH2:14][CH2:15][C:16]2[CH:17]=[N:18][CH:19]=[CH:20][CH:21]=2)[C:5]([N+:22]([O-])=O)=[C:4]([O:25][C:26]2[CH:31]=[CH:30][CH:29]=[CH:28][CH:27]=2)[N:3]=1.[H][H], predict the reaction product.